This data is from Full USPTO retrosynthesis dataset with 1.9M reactions from patents (1976-2016). The task is: Predict the reactants needed to synthesize the given product. Given the product [C:11]([O:15][C:16](=[O:28])[N:17]([CH3:18])[C@H:19]([CH2:20][C:21]1[S:22][CH:23]=[CH:24][CH:25]=1)[CH2:26][NH:31][CH3:29])([CH3:14])([CH3:13])[CH3:12], predict the reactants needed to synthesize it. The reactants are: C(Cl)(=O)C(Cl)=O.CS(C)=O.[C:11]([O:15][C:16](=[O:28])[N:17]([C@@H:19]([CH2:26]O)[CH2:20][C:21]1[S:22][CH:23]=[CH:24][CH:25]=1)[CH3:18])([CH3:14])([CH3:13])[CH3:12].[CH2:29]([N:31](CC)CC)C.C(O)(=O)C.CN.C(O)C.C([BH3-])#N.[Na+].